This data is from Human Reference Interactome with 51,813 positive PPI pairs across 8,248 proteins, plus equal number of experimentally-validated negative pairs. The task is: Binary Classification. Given two protein amino acid sequences, predict whether they physically interact or not. (1) Protein 1 (ENSG00000168172) has sequence MFSVESLERAELCESLLTWIQTFNVDAPCQTVEDLTNGVVMAQVLQKIDPAYFDENWLNRIKTEVGDNWRLKISNLKKILKGILDYNHEILGQQINDFTLPDVNLIGEHSDAAELGRMLQLILGCAVNCEQKQEYIQAIMMMEESVQHVVMTAIQELMSKESPVSAGNDAYVDLDRQLKKTTEELNEALSAKEEIAQRCHELDMQVAALQEEKSSLLAENQVLMERLNQSDSIEDPNSPAGRRHLQLQTQLEQLQEETFRLEAAKDDYRIRCEELEKEISELRQQNDELTTLADEAQSLK.... Protein 2 (ENSG00000204315) has sequence METPPVNTIGEKDTSQPQQEWEKNLRENLDSVIQIRQQPRDPPTETLELEVSPDPASQILEHTQGAEKLVAELEGDSHKSHGSTSQMPEALQASDLWYCPDGSFVKKIVIRGHGLDKPKLGSCCRVLALGFPFGSGPPEGWTELTMGVGPWREETWGELIEKCLESMCQGEEAELQLPGHSGPPVRLTLASFTQGRDSWELETSEKEALAREERARGTELFRAGNPEGAARCYGRALRLLLTLPPPGPPERTVLHANLAACQLLLGQPQLAAQSCDRVLEREPGHLKALYRRGVAQAALG.... Result: 0 (the proteins do not interact). (2) Protein 1 (ENSG00000101945) has sequence MVGMSRLRNDRLADPLTGCSVCCKSSWNQLQDLCRLAKLSCPALGISKRNLYDFEVEYLCDYKKIREQEYYLVKWRGYPDSESTWEPRQNLKCVRILKQFHKDLERELLRRHHRSKTPRHLDPSLANYLVQKAKQRRALRRWEQELNAKRSHLGRITVENEVDLDGPPRAFVYINEYRVGEGITLNQVAVGCECQDCLWAPTGGCCPGASLHKFAYNDQGQVRLRAGLPIYECNSRCRCGYDCPNRVVQKGIRYDLCIFRTDDGRGWGVRTLEKIRKNSFVMEYVGEIITSEEAERRGQI.... Protein 2 (ENSG00000116030) has sequence MSDQEAKPSTEDLGDKKEGEYIKLKVIGQDSSEIHFKVKMTTHLKKLKESYCQRQGVPMNSLRFLFEGQRIADNHTPKELGMEEEDVIEVYQEQTGGHSTV*MSDQESLNPESLVRRHGEKWSQAHTMMADKGREADNLFFLRRSLALSPSLECSGAISTRCNLRLPGSRGKTFN*MTTHLKKLKESYCQRQGVPMNSLRFLFEGQRIADNHTPKELGMEEEDVIEVYQEQTGGHSTV*MSDQEAKPSTEDLGDKKEGEYIKLKVIGQDSSEIHFKVKMTTHLKKLKESYCQRQGVPMNS.... Result: 0 (the proteins do not interact). (3) Protein 1 (ENSG00000049759) has sequence MATGLGEPVYGLSEDEGESRILRVKVVSGIDLAKKDIFGASDPYVKLSLYVADENRELALVQTKTIKKTLNPKWNEEFYFRVNPSNHRLLFEVFDENRLTRDDFLGQVDVPLSHLPTEDPTMERPYTFKDFLLRPRSHKSRVKGFLRLKMAYMPKNGGQDEENSDQRDDMEHGWEVVDSNDSASQHQEELPPPPLPPGWEEKVDNLGRTYYVNHNNRTTQWHRPSLMDVSSESDNNIRQINQEAAHRRFRSRRHISEDLEPEPSEGGDVPEPWETISEEVNIAGDSLGLALPPPPASPGS.... Protein 2 (ENSG00000256977) has sequence MAFSGRARPCIIPENEEIPRAALNTVHEANGTEDERAVSKLQRRHSDVKVYKEFCDFYAKFNMANALASATCERCKGGFAPAETIVNSNGELYHEQCFVCAQCFQQFPEGLFYEERT*MAFSGRARPCIIPENEEIPRAALNTVHEANGTEDERAVSKLQRRHSDVKVYKEFCDFYAKFNMANALASATCERCKGGFAPAETIVNSNGELYHEQCFVCAQCFQQFPEGLFYEFEGRKYCEHDFQMLFAPCCHQCGEFIIGRVIKAMNNSWHPECFRCDLCQEVLADIGFVKNAGRHLCRP.... Result: 0 (the proteins do not interact). (4) Protein 1 (ENSG00000103495) has sequence MFPVFPCTLLAPPFPVLGLDSRGVGGLMNSFPPPQGHAQNPLQVGAELQSRFFASQGCAQSPFQAAPAPPPTPQAPAAEPLQVDLLPVLAAAQESAAAAAAAAAAAAAVAAAPPAPAAASTVDTAALKQPPAPPPPPPPVSAPAAEAAPPASAATIAAAAATAVVAPTSTVAVAPVASALEKKTKSKGPYICALCAKEFKNGYNLRRHEAIHTGAKAGRVPSGAMKMPTMVPLSLLSVPQLSGAGGGGGEAGAGGGAAAVAAGGVVTTTASGKRIRKNHACEMCGKAFRDVYHLNRHKLS.... Protein 2 (ENSG00000138606) has sequence MQQEGGPVRSAPCRTGTLEGSRQGSPGHRKRASPKGSLSSAQPHSWMLTPSPLNSHCAHREPISSSPQPVANGPKQKKKSNWRSTTRLRIIRLRDRLEPRPLAILEDYADPFDVQETGEGSAGASGAPEKVPENDGYMEPYEAQKMMAEIRGSKETATQPLPLYDTPYEPEEDGATAEGEGAPWPRESRLPEDDERPPEEYDQPWEWKKERISKAFAVDIKVIKDLPWPPPVGQLDSSPSLPDGDRDISGPASPLPEPSLEDSSAQFEGPEKSCLSPGREEKGRLPPRLSAGNPKSAKPL.... Result: 0 (the proteins do not interact). (5) Protein 1 (ENSG00000077063) has sequence MATDGASCEPDLSRAPEDAAGAAAEAAKKEFDVDTLSKSELRMLLSVMEGELEARDLVIEALRARRKEVFIQERYGRFNLNDPFLALQRDYEAGAGDKEKKPVCTNPLSILEAVMAHCKKMQERMSAQLAAAESRQKKLEMEKLQLQALEQEHKKLAARLEEERGKNKQVVLMLVKECKQLSGKVIEEAQKLEDVMAKLEEEKKKTNELEEELSAEKRRSTEMEAQMEKQLSEFDTEREQLRAKLNREEAHTTDLKEEIDKMRKMIEQLKRGSDSKPSLSLPRKTKDRRLVSISVGTEGT.... Protein 2 (ENSG00000269964) has sequence MDVQKWYLRTSKLALALAIIRSKPADKSSREYTEHLAMLLSEEQSKWRSKVEILEAEVMQLRQKLLVSRLCSGSFKSGYVSSQLEAQEPKSSESTLTSMEDSGCDLSNEQRTESSDLSQHFVESCTPTHFPPLPLVKRPCAILQNPLSSHMQFLQYLLELKNLTESGNLKRDLTHFEKDSSTVSDSVFQLLDGLITFYRNPKLPFSRFWTEAVGTLASLISDYNLSSHILKKCSKKLEEFEKTLLHAILGNNHINQFQVQHYVSQSLVTLGNCSLLRKSIISLLLSEVNGFADDLGAINQ.... Result: 1 (the proteins interact).